This data is from Full USPTO retrosynthesis dataset with 1.9M reactions from patents (1976-2016). The task is: Predict the reactants needed to synthesize the given product. (1) Given the product [CH3:1][C:2]([CH3:18])([CH3:17])[C:3]([NH:5][C:6]1[CH:15]=[CH:14][CH:13]=[C:12]([O:16][CH2:21][C:20]#[CH:19])[C:7]=1[C:8]([O:10][CH3:11])=[O:9])=[O:4], predict the reactants needed to synthesize it. The reactants are: [CH3:1][C:2]([CH3:18])([CH3:17])[C:3]([NH:5][C:6]1[CH:15]=[CH:14][CH:13]=[C:12]([OH:16])[C:7]=1[C:8]([O:10][CH3:11])=[O:9])=[O:4].[CH2:19](Br)[C:20]#[CH:21].C(=O)([O-])[O-].[K+].[K+]. (2) Given the product [C:1]([O:5][C:6](=[O:18])[NH:7][C@H:8]([CH2:11][C:12]1[CH:17]=[CH:16][CH:15]=[CH:14][CH:13]=1)[CH:9]=[O:10])([CH3:4])([CH3:2])[CH3:3], predict the reactants needed to synthesize it. The reactants are: [C:1]([O:5][C:6](=[O:18])[NH:7][C@H:8]([CH2:11][C:12]1[CH:17]=[CH:16][CH:15]=[CH:14][CH:13]=1)[CH2:9][OH:10])([CH3:4])([CH3:3])[CH3:2].C(N(CC)CC)C.N1C=CC=CC=1.S(=O)(=O)=O.O.